Dataset: Forward reaction prediction with 1.9M reactions from USPTO patents (1976-2016). Task: Predict the product of the given reaction. (1) Given the reactants [Cl:1][C:2]1[CH:21]=[C:20]([N+:22]([O-])=O)[CH:19]=[CH:18][C:3]=1[O:4][C:5]1[CH:6]=[CH:7][C:8]2[N:9]([N:11]=[CH:12][C:13]=2[C:14]([O:16][CH3:17])=[O:15])[CH:10]=1.[Cl-].[Ca+2].[Cl-].O, predict the reaction product. The product is: [NH2:22][C:20]1[CH:19]=[CH:18][C:3]([O:4][C:5]2[CH:6]=[CH:7][C:8]3[N:9]([N:11]=[CH:12][C:13]=3[C:14]([O:16][CH3:17])=[O:15])[CH:10]=2)=[C:2]([Cl:1])[CH:21]=1. (2) Given the reactants CCCN([CH:8]1[CH2:17][C:16]2[C:15]([OH:18])=[CH:14][CH:13]=[CH:12][C:11]=2[CH2:10]C1)CCC.C1C=NC(N2CCN(CCCCN3C(=O)CC4(CCCC4)CC3=O)CC2)=NC=1.N[C@H](C([O-])=O)CCC([O-])=O.C1C=CC2[NH:68][C:66](=[O:67])[N:65](CCN3CCC(C(C4C=CC(F)=CC=4)=O)CC3)[C:63](=[O:64])C=2C=1.CCCN(C1CC2C(OC)=CC=CC=2CC1)CCCl, predict the reaction product. The product is: [CH3:14][CH2:13][CH2:12][CH:11]([C:16]1([CH2:17][CH3:8])[C:15](=[O:18])[NH:68][C:66](=[O:67])[NH:65][C:63]1=[O:64])[CH3:10]. (3) Given the reactants [NH2:1][C:2]1[C:7]([N+:8]([O-:10])=[O:9])=[CH:6][CH:5]=[C:4](Cl)[N:3]=1.[NH2:12][CH2:13][CH2:14][OH:15], predict the reaction product. The product is: [NH2:1][C:2]1[N:3]=[C:4]([NH:12][CH2:13][CH2:14][OH:15])[CH:5]=[CH:6][C:7]=1[N+:8]([O-:10])=[O:9]. (4) The product is: [P:16]([O:23][CH2:2][CH2:3][OH:4])([O:15][C:11]([CH3:14])([CH3:13])[CH3:12])([O:18][C:19]([CH3:22])([CH3:21])[CH3:20])=[O:17]. Given the reactants Br[CH2:2][CH2:3][OH:4].C(=O)([O-])[O-].[K+].[K+].[C:11]([O:15][P:16]([O-:23])([O:18][C:19]([CH3:22])([CH3:21])[CH3:20])=[O:17])([CH3:14])([CH3:13])[CH3:12].C([N+](CCCC)(CCCC)CCCC)CCC.CCOCC, predict the reaction product. (5) Given the reactants [C:1]([C:3]1[CH:4]=[C:5]([C:13]2[S:17][C:16]([C:18]3[C:19]([CH3:35])=[C:20]4[C:25](=[CH:26][CH:27]=3)[CH2:24][N:23](C(OC(C)(C)C)=O)[CH2:22][CH2:21]4)=[N:15][N:14]=2)[CH:6]=[CH:7][C:8]=1[O:9][CH:10]([CH3:12])[CH3:11])#[N:2].[F:36][C:37]([F:42])([F:41])[C:38]([OH:40])=[O:39], predict the reaction product. The product is: [F:36][C:37]([F:42])([F:41])[C:38]([OH:40])=[O:39].[CH3:12][CH:10]([O:9][C:8]1[CH:7]=[CH:6][C:5]([C:13]2[S:17][C:16]([C:18]3[C:19]([CH3:35])=[C:20]4[C:25](=[CH:26][CH:27]=3)[CH2:24][NH:23][CH2:22][CH2:21]4)=[N:15][N:14]=2)=[CH:4][C:3]=1[C:1]#[N:2])[CH3:11]. (6) The product is: [Cl:1][C:2]1[C:6]([CH3:7])=[C:5]([C:8]2[CH:9]=[C:10]([C:13]([NH:17][C@@H:18]([CH2:31][C:32]3[CH:33]=[CH:34][C:35]([F:38])=[CH:36][CH:37]=3)[CH2:19][N:20]3[C:28](=[O:29])[C:27]4[C:22](=[CH:23][CH:24]=[CH:25][CH:26]=4)[C:21]3=[O:30])=[O:15])[S:11][CH:12]=2)[N:4]([CH3:16])[N:3]=1. Given the reactants [Cl:1][C:2]1[C:6]([CH3:7])=[C:5]([C:8]2[CH:9]=[C:10]([C:13]([OH:15])=O)[S:11][CH:12]=2)[N:4]([CH3:16])[N:3]=1.[NH2:17][C@@H:18]([CH2:31][C:32]1[CH:37]=[CH:36][C:35]([F:38])=[CH:34][CH:33]=1)[CH2:19][N:20]1[C:28](=[O:29])[C:27]2[C:22](=[CH:23][CH:24]=[CH:25][CH:26]=2)[C:21]1=[O:30].CC(OC(N[C@H](C(O)=O)CC1C=CC=CC=1C(F)(F)F)=O)(C)C.C1CN([P+](Br)(N2CCCC2)N2CCCC2)CC1.F[P-](F)(F)(F)(F)F.CCN(C(C)C)C(C)C, predict the reaction product. (7) Given the reactants [Cl:1][C:2]1[CH:3]=[N:4][N:5]([CH3:27])[C:6]=1[C:7]1[CH:8]=[C:9]([NH:14][C:15](=[O:26])[C:16]2[CH:21]=[CH:20][CH:19]=[C:18]([C:22]([F:25])([F:24])[F:23])[CH:17]=2)[CH:10]=[CH:11][C:12]=1[OH:13].C(=O)([O-])[O-].[K+].[K+].Br[CH2:35][C:36]([NH2:38])=[O:37], predict the reaction product. The product is: [C:36]([CH2:35][O:13][C:12]1[CH:11]=[CH:10][C:9]([NH:14][C:15](=[O:26])[C:16]2[CH:21]=[CH:20][CH:19]=[C:18]([C:22]([F:23])([F:24])[F:25])[CH:17]=2)=[CH:8][C:7]=1[C:6]1[N:5]([CH3:27])[N:4]=[CH:3][C:2]=1[Cl:1])(=[O:37])[NH2:38]. (8) Given the reactants [F:1][C:2]1[CH:9]=[CH:8][C:5]([CH:6]=O)=[CH:4][CH:3]=1.[CH3:10][O:11][C:12]1[CH:13]=[C:14]([CH:16]=[C:17]([O:19][CH3:20])[CH:18]=1)[NH2:15], predict the reaction product. The product is: [F:1][C:2]1[CH:9]=[CH:8][C:5]([CH:6]=[N:15][C:14]2[CH:16]=[C:17]([O:19][CH3:20])[CH:18]=[C:12]([O:11][CH3:10])[CH:13]=2)=[CH:4][CH:3]=1. (9) Given the reactants [NH2:1][C:2]1[S:3][C:4]([CH:7]2[CH2:10][CH2:9][CH2:8]2)=[CH:5][N:6]=1.C(N(C(C)C)CC)(C)C.[C:20]1([O:26][C:27](Cl)=[O:28])[CH:25]=[CH:24][CH:23]=[CH:22][CH:21]=1, predict the reaction product. The product is: [C:20]1([O:26][C:27](=[O:28])[NH:1][C:2]2[S:3][C:4]([CH:7]3[CH2:10][CH2:9][CH2:8]3)=[CH:5][N:6]=2)[CH:25]=[CH:24][CH:23]=[CH:22][CH:21]=1. (10) Given the reactants CS(Cl)(=O)=O.[CH2:6]([N:8]([CH2:11][CH3:12])[CH2:9][CH3:10])C.[F:13][C:14]1[C:15]([C:22]2[CH:44]=[CH:43][C:25]([C:26]([NH:28][C:29]3[CH:34]=[CH:33][CH:32]=[CH:31][C:30]=3[NH:35][C:36](=[O:42])[O:37][C:38]([CH3:41])([CH3:40])[CH3:39])=[O:27])=[CH:24][CH:23]=2)=[N:16][CH:17]=C(CO)[CH:19]=1.N1CCC1, predict the reaction product. The product is: [N:8]1([CH2:9][C:10]2[CH:19]=[C:14]([F:13])[C:15]([C:22]3[CH:44]=[CH:43][C:25]([C:26]([NH:28][C:29]4[CH:34]=[CH:33][CH:32]=[CH:31][C:30]=4[NH:35][C:36](=[O:42])[O:37][C:38]([CH3:41])([CH3:39])[CH3:40])=[O:27])=[CH:24][CH:23]=3)=[N:16][CH:17]=2)[CH2:6][CH2:12][CH2:11]1.